Dataset: TCR-epitope binding with 47,182 pairs between 192 epitopes and 23,139 TCRs. Task: Binary Classification. Given a T-cell receptor sequence (or CDR3 region) and an epitope sequence, predict whether binding occurs between them. (1) The epitope is KLWAQCVQL. The TCR CDR3 sequence is CASSSISPSSYNEQFF. Result: 1 (the TCR binds to the epitope). (2) The epitope is FLLNKEMYL. The TCR CDR3 sequence is CASSLEQSYEQYF. Result: 0 (the TCR does not bind to the epitope). (3) The epitope is AVFDRKSDAK. The TCR CDR3 sequence is CASIRDGQGGTEAFF. Result: 1 (the TCR binds to the epitope).